From a dataset of Full USPTO retrosynthesis dataset with 1.9M reactions from patents (1976-2016). Predict the reactants needed to synthesize the given product. (1) Given the product [CH3:2][C:3]12[O:4][CH:5]1[CH2:10][N:11]([C:14]([O:16][CH2:17][C:18]1[CH:23]=[CH:22][CH:21]=[CH:20][CH:19]=1)=[O:15])[CH2:12]2, predict the reactants needed to synthesize it. The reactants are: F[C:2](F)(F)[C:3]([CH3:5])=[O:4].CC1[CH2:10][N:11]([C:14]([O:16][CH2:17][C:18]2[CH:23]=[CH:22][CH:21]=[CH:20][CH:19]=2)=[O:15])[CH2:12]C=1.OOS([O-])=O.[K+].C(=O)(O)[O-].[Na+]. (2) Given the product [Br:1][C:2]1[CH:7]=[CH:6][C:5]([CH:8]([C:24]2[CH:29]=[CH:28][CH:27]=[CH:26][C:25]=2[CH3:30])[CH2:9]/[C:10](/[C:12]2[CH:13]=[CH:14][C:15](=[O:23])[N:16]([CH2:18][CH2:19][C:20]([OH:22])=[O:21])[CH:17]=2)=[N:32]\[OH:33])=[CH:4][CH:3]=1, predict the reactants needed to synthesize it. The reactants are: [Br:1][C:2]1[CH:7]=[CH:6][C:5]([CH:8]([C:24]2[CH:29]=[CH:28][CH:27]=[CH:26][C:25]=2[CH3:30])[CH2:9][C:10]([C:12]2[CH:13]=[CH:14][C:15](=[O:23])[N:16]([CH2:18][CH2:19][C:20]([OH:22])=[O:21])[CH:17]=2)=O)=[CH:4][CH:3]=1.Cl.[NH2:32][OH:33].C([O-])(O)=O.[Na+]. (3) Given the product [C:21]1([C:7]([C:1]2[CH:6]=[CH:5][CH:4]=[CH:3][CH:2]=2)([C:15]2[CH:16]=[CH:17][CH:18]=[CH:19][CH:20]=2)[N:8]2[CH:12]=[N:11][C:10]([CH2:13][O:14][CH2:28][C:29]3[CH:30]=[C:31]([CH:34]=[CH:35][CH:36]=3)[C:32]#[N:33])=[N:9]2)[CH:26]=[CH:25][CH:24]=[CH:23][CH:22]=1, predict the reactants needed to synthesize it. The reactants are: [C:1]1([C:7]([C:21]2[CH:26]=[CH:25][CH:24]=[CH:23][CH:22]=2)([C:15]2[CH:20]=[CH:19][CH:18]=[CH:17][CH:16]=2)[N:8]2[CH:12]=[N:11][C:10]([CH2:13][OH:14])=[N:9]2)[CH:6]=[CH:5][CH:4]=[CH:3][CH:2]=1.Br[CH2:28][C:29]1[CH:30]=[C:31]([CH:34]=[CH:35][CH:36]=1)[C:32]#[N:33].[H-].[Na+]. (4) Given the product [N+:28]([C:25]1[CH:26]=[CH:27][C:22]([O:21][C:19]([NH:1][C:2]2[N:7]=[C:6]([C:8]([O:10][CH3:11])=[O:9])[CH:5]=[CH:4][CH:3]=2)=[O:20])=[CH:23][CH:24]=1)([O-:30])=[O:29], predict the reactants needed to synthesize it. The reactants are: [NH2:1][C:2]1[N:7]=[C:6]([C:8]([O:10][CH3:11])=[O:9])[CH:5]=[CH:4][CH:3]=1.N1C=CC=CC=1.Cl[C:19]([O:21][C:22]1[CH:27]=[CH:26][C:25]([N+:28]([O-:30])=[O:29])=[CH:24][CH:23]=1)=[O:20]. (5) Given the product [ClH:22].[Cl:22][C:23]1[CH:28]=[C:27]([F:29])[CH:26]=[CH:25][C:24]=1[CH:16]1[CH2:21][CH2:20][CH2:19][NH:18][CH2:17]1, predict the reactants needed to synthesize it. The reactants are: Cl.FC1C=CC=CC=1C1CCCNC1.I[C:16]1[CH:17]=[N:18][CH:19]=[CH:20][CH:21]=1.[Cl:22][C:23]1[CH:28]=[C:27]([F:29])[CH:26]=[CH:25][C:24]=1B(O)O. (6) Given the product [NH2:20][CH2:19][CH2:18][CH2:17][CH2:16][N:14]1[CH:15]=[C:11]([C:9]2[CH:8]=[CH:7][N:6]=[C:5]([NH2:4])[N:10]=2)[N:12]=[CH:13]1, predict the reactants needed to synthesize it. The reactants are: O.NN.[NH2:4][C:5]1[N:10]=[C:9]([C:11]2[N:12]=[CH:13][N:14]([CH2:16][CH2:17][CH2:18][CH2:19][N:20]3C(=O)C4C(=CC=CC=4)C3=O)[CH:15]=2)[CH:8]=[CH:7][N:6]=1.ClCCl.